This data is from Reaction yield outcomes from USPTO patents with 853,638 reactions. The task is: Predict the reaction yield, written as a fraction of the theoretical maximum amount of product (1.0 means a 100% yield; for example, 0.34 means a 34% yield). The reactants are [CH2:1]([O:8][C:9]([NH:11][CH:12]([P:16]([OH:18])[OH:17])[CH:13]([CH3:15])[CH3:14])=[O:10])[C:2]1[CH:7]=[CH:6][CH:5]=[CH:4][CH:3]=1.[CH2:19](Cl)[CH2:20]Cl. The catalyst is C(O)C.C(Cl)Cl. The product is [CH2:19]([O:18][P:16]([CH:12]([NH:11][C:9]([O:8][CH2:1][C:2]1[CH:3]=[CH:4][CH:5]=[CH:6][CH:7]=1)=[O:10])[CH:13]([CH3:15])[CH3:14])[OH:17])[CH3:20]. The yield is 0.968.